This data is from Peptide-MHC class I binding affinity with 185,985 pairs from IEDB/IMGT. The task is: Regression. Given a peptide amino acid sequence and an MHC pseudo amino acid sequence, predict their binding affinity value. This is MHC class I binding data. (1) The peptide sequence is DLTTKNVSI. The MHC is HLA-A02:03 with pseudo-sequence HLA-A02:03. The binding affinity (normalized) is 0.290. (2) The peptide sequence is YVQRFFLRV. The MHC is HLA-A23:01 with pseudo-sequence HLA-A23:01. The binding affinity (normalized) is 0.227. (3) The peptide sequence is GMFNMLSTV. The MHC is HLA-A02:06 with pseudo-sequence HLA-A02:06. The binding affinity (normalized) is 1.00.